This data is from Full USPTO retrosynthesis dataset with 1.9M reactions from patents (1976-2016). The task is: Predict the reactants needed to synthesize the given product. Given the product [C:11]([O:15][C:16](=[O:20])[CH2:17][CH2:18][NH:19][CH2:8][C:6]1[S:7][C:3]([CH2:1][CH3:2])=[CH:4][CH:5]=1)([CH3:14])([CH3:13])[CH3:12], predict the reactants needed to synthesize it. The reactants are: [CH2:1]([C:3]1[S:7][C:6]([CH:8]=O)=[CH:5][CH:4]=1)[CH3:2].Cl.[C:11]([O:15][C:16](=[O:20])[CH2:17][CH2:18][NH2:19])([CH3:14])([CH3:13])[CH3:12].C(O[BH-](OC(=O)C)OC(=O)C)(=O)C.[Na+].C(=O)(O)[O-].[Na+].